This data is from Peptide-MHC class I binding affinity with 185,985 pairs from IEDB/IMGT. The task is: Regression. Given a peptide amino acid sequence and an MHC pseudo amino acid sequence, predict their binding affinity value. This is MHC class I binding data. (1) The peptide sequence is TVILGVLLL. The MHC is HLA-A02:01 with pseudo-sequence HLA-A02:01. The binding affinity (normalized) is 0.377. (2) The peptide sequence is LVGPTPVNI. The MHC is HLA-A02:06 with pseudo-sequence HLA-A02:06. The binding affinity (normalized) is 0.342. (3) The peptide sequence is ETIEEPAVE. The MHC is HLA-B27:05 with pseudo-sequence HLA-B27:05. The binding affinity (normalized) is 0.0847. (4) The peptide sequence is ETVSLAGSY. The MHC is HLA-A29:02 with pseudo-sequence HLA-A29:02. The binding affinity (normalized) is 0.329. (5) The peptide sequence is KVYLSTFNM. The MHC is HLA-A02:03 with pseudo-sequence HLA-A02:03. The binding affinity (normalized) is 0.384. (6) The peptide sequence is ALSDACKKIL. The MHC is HLA-A02:01 with pseudo-sequence HLA-A02:01. The binding affinity (normalized) is 0.0948. (7) The peptide sequence is AHIDNYNKF. The MHC is HLA-A29:02 with pseudo-sequence HLA-A29:02. The binding affinity (normalized) is 0.